Predict the reactants needed to synthesize the given product. From a dataset of Full USPTO retrosynthesis dataset with 1.9M reactions from patents (1976-2016). (1) The reactants are: [Cl:1][C:2]1[N:10]=[C:9]([NH:11][C:12]2[CH:13]=[C:14]([CH:17]=[CH:18][C:19]=2[N+:20]([O-])=O)[C:15]#[N:16])[N:8]=[C:7]2[C:3]=1[NH:4][C:5](=[O:23])[NH:6]2.C(O)(=O)C.O.[NH4+].[OH-]. Given the product [NH2:20][C:19]1[CH:18]=[CH:17][C:14]([C:15]#[N:16])=[CH:13][C:12]=1[NH:11][C:9]1[N:8]=[C:7]2[C:3]([NH:4][C:5](=[O:23])[NH:6]2)=[C:2]([Cl:1])[N:10]=1, predict the reactants needed to synthesize it. (2) Given the product [CH2:1]([C:5]12[CH2:17][CH2:18][C:19](=[O:22])[C:20]([CH3:21])=[C:6]1[C:7]1[C:12](=[CH:11][C:10]([O:14][CH3:15])=[CH:9][CH:8]=1)[CH2:13]2)[CH2:2][CH2:3][CH3:4], predict the reactants needed to synthesize it. The reactants are: [CH2:1]([C:5]1([CH2:17][CH2:18][C:19](=[O:22])[CH2:20][CH3:21])[CH2:13][C:12]2[C:7](=[CH:8][CH:9]=[C:10]([O:14][CH3:15])[CH:11]=2)[C:6]1=O)[CH2:2][CH2:3][CH3:4]. (3) Given the product [Cl:35][C:29]1[CH:30]=[CH:31][CH:32]=[C:33]([Cl:34])[C:28]=1[N:21]1[C:20]([CH2:19][O:18][C:15]2[CH:16]=[CH:17][C:12]([CH:11]=[CH:10][C:6]3[CH:5]=[C:4]([CH:9]=[CH:8][CH:7]=3)[C:3]([OH:37])=[O:2])=[C:13]([CH3:36])[CH:14]=2)=[C:24]([CH:25]([CH3:27])[CH3:26])[N:23]=[N:22]1, predict the reactants needed to synthesize it. The reactants are: C[O:2][C:3](=[O:37])[C:4]1[CH:9]=[CH:8][CH:7]=[C:6]([CH:10]=[CH:11][C:12]2[CH:17]=[CH:16][C:15]([O:18][CH2:19][C:20]3[N:21]([C:28]4[C:33]([Cl:34])=[CH:32][CH:31]=[CH:30][C:29]=4[Cl:35])[N:22]=[N:23][C:24]=3[CH:25]([CH3:27])[CH3:26])=[CH:14][C:13]=2[CH3:36])[CH:5]=1.[OH-].[Li+].CCCCCC.C(OCC)(=O)C. (4) Given the product [NH2:15][C:3]1[CH:4]=[C:5]([NH:8][S:9]([CH2:12][CH2:13][CH3:14])(=[O:11])=[O:10])[CH:6]=[CH:7][C:2]=1[F:1], predict the reactants needed to synthesize it. The reactants are: [F:1][C:2]1[CH:7]=[CH:6][C:5]([NH:8][S:9]([CH2:12][CH2:13][CH3:14])(=[O:11])=[O:10])=[CH:4][C:3]=1[N+:15]([O-])=O.[NH4+].[Cl-].